Task: Predict which catalyst facilitates the given reaction.. Dataset: Catalyst prediction with 721,799 reactions and 888 catalyst types from USPTO Reactant: [Cl:1][C:2]1[CH:10]=[CH:9][C:5]([C:6](Cl)=[O:7])=[CH:4][C:3]=1[S:11]([Cl:14])(=[O:13])=[O:12].[ClH:15].[NH:16]1[CH2:19][CH2:18][CH2:17]1. Product: [Cl:1][C:2]1[CH:10]=[CH:9][C:5]([C:6](=[O:7])[NH:16][CH2:17][CH2:18][CH2:19][Cl:15])=[CH:4][C:3]=1[S:11]([Cl:14])(=[O:13])=[O:12]. The catalyst class is: 159.